From a dataset of Forward reaction prediction with 1.9M reactions from USPTO patents (1976-2016). Predict the product of the given reaction. (1) Given the reactants [NH2:1][C:2]1[C:11]([Cl:12])=[C:10]([Cl:13])[CH:9]=[CH:8][C:3]=1[C:4]([O:6][CH3:7])=[O:5].[CH3:14][S:15](Cl)(=[O:17])=[O:16], predict the reaction product. The product is: [Cl:12][C:11]1[C:2]([NH:1][S:15]([CH3:14])(=[O:17])=[O:16])=[C:3]([CH:8]=[CH:9][C:10]=1[Cl:13])[C:4]([O:6][CH3:7])=[O:5]. (2) Given the reactants [Br:1][C:2]1[CH:7]=[CH:6][C:5]([CH2:8][C:9](=[S:11])[NH2:10])=[CH:4][CH:3]=1.Cl[CH:13]([C:19](=O)[CH3:20])[C:14]([O:16][CH2:17][CH3:18])=[O:15], predict the reaction product. The product is: [CH2:17]([O:16][C:14]([C:13]1[S:11][C:9]([CH2:8][C:5]2[CH:4]=[CH:3][C:2]([Br:1])=[CH:7][CH:6]=2)=[N:10][C:19]=1[CH3:20])=[O:15])[CH3:18]. (3) Given the reactants [CH3:1][CH:2](C[C@H](NC([C@@H](NC=O)CCSC)=O)C(N[C@H](C(O)=O)CC1C=CC=CC=1)=O)[CH3:3].CO[C:33]1C=C(C2C=CC(N)=C(OC)C=2)C=C[C:34]=1N.[OH:49]O.[C:51]([O-:63])(=O)[CH2:52][C:53]([CH2:58][C:59]([O-])=O)([C:55]([O-:57])=O)O, predict the reaction product. The product is: [CH3:33][C:34]1[C:51](=[O:63])[C:52]2[CH:1]=[CH:2][CH:3]=[C:55]([OH:57])[C:53]=2[C:58](=[O:49])[CH:59]=1. (4) Given the reactants [O:1]1[C:10]2[CH:9]=[C:8]([CH2:11][NH:12][CH2:13][CH:14]3[O:19][CH2:18][CH2:17][N:16]([CH2:20][C:21]4[CH:26]=[CH:25][CH:24]=[CH:23][CH:22]=4)[CH2:15]3)[N:7]=[CH:6][C:5]=2[O:4][CH2:3][CH2:2]1.[C:27](O[C:27]([O:29][C:30]([CH3:33])([CH3:32])[CH3:31])=[O:28])([O:29][C:30]([CH3:33])([CH3:32])[CH3:31])=[O:28], predict the reaction product. The product is: [O:1]1[C:10]2[CH:9]=[C:8]([CH2:11][N:12]([CH2:13][CH:14]3[O:19][CH2:18][CH2:17][N:16]([CH2:20][C:21]4[CH:26]=[CH:25][CH:24]=[CH:23][CH:22]=4)[CH2:15]3)[C:27](=[O:28])[O:29][C:30]([CH3:33])([CH3:32])[CH3:31])[N:7]=[CH:6][C:5]=2[O:4][CH2:3][CH2:2]1.